This data is from Forward reaction prediction with 1.9M reactions from USPTO patents (1976-2016). The task is: Predict the product of the given reaction. (1) Given the reactants [CH3:1][O:2][CH2:3][O:4][C:5]1[C:21]([CH3:22])=[CH:20][C:8](/[CH:9]=[CH:10]/[C:11]2[CH:12]=[C:13]([CH:17]=[CH:18][CH:19]=2)[C:14]([OH:16])=O)=[CH:7][C:6]=1[CH3:23].C1CCC(N=C=NC2CCCCC2)CC1.[C:39]1([SH:45])[CH:44]=[CH:43][CH:42]=[CH:41][CH:40]=1, predict the reaction product. The product is: [CH3:1][O:2][CH2:3][O:4][C:5]1[C:6]([CH3:23])=[CH:7][C:8](/[CH:9]=[CH:10]/[C:11]2[CH:12]=[C:13]([CH:17]=[CH:18][CH:19]=2)[C:14](=[O:16])[S:45][C:39]2[CH:44]=[CH:43][CH:42]=[CH:41][CH:40]=2)=[CH:20][C:21]=1[CH3:22]. (2) Given the reactants [CH3:1][O:2][C:3]1[C:4]([C:14](=O)[CH2:15][C:16]2[CH:21]=[CH:20][CH:19]=[CH:18][CH:17]=2)=[C:5]([CH:9]=[C:10]([O:12][CH3:13])[CH:11]=1)[C:6](O)=[O:7].O.[NH2:24][NH2:25], predict the reaction product. The product is: [CH2:15]([C:14]1[C:4]2[C:5](=[CH:9][C:10]([O:12][CH3:13])=[CH:11][C:3]=2[O:2][CH3:1])[C:6](=[O:7])[NH:25][N:24]=1)[C:16]1[CH:21]=[CH:20][CH:19]=[CH:18][CH:17]=1. (3) Given the reactants [Cl:1][C:2]1[C:10]([C:11]#[N:12])=[CH:9][CH:8]=[C:7]2[C:3]=1[CH:4]=[C:5]([C:13]([F:16])([F:15])[F:14])[NH:6]2.Cl[CH2:18][C:19]1[N:23]=[C:22]([C:24]2[C:25]([CH3:30])=[N:26][O:27][C:28]=2[CH3:29])[O:21][N:20]=1, predict the reaction product. The product is: [Cl:1][C:2]1[C:10]([C:11]#[N:12])=[CH:9][CH:8]=[C:7]2[C:3]=1[CH:4]=[C:5]([C:13]([F:14])([F:15])[F:16])[N:6]2[CH2:18][C:19]1[N:23]=[C:22]([C:24]2[C:25]([CH3:30])=[N:26][O:27][C:28]=2[CH3:29])[O:21][N:20]=1. (4) Given the reactants [NH2:1][C:2]1[C:3]2[C:10]([C:11]3[CH:16]=[CH:15][C:14]([O:17][C:18]4[CH:23]=[CH:22][CH:21]=[CH:20][CH:19]=4)=[CH:13][CH:12]=3)=[CH:9][N:8]([CH:24]3[CH2:29][CH2:28][N:27](C(OC(C)(C)C)=O)[CH2:26][CH2:25]3)[C:4]=2[N:5]=[CH:6][N:7]=1.C(O)(C(F)(F)F)=O, predict the reaction product. The product is: [O:17]([C:14]1[CH:13]=[CH:12][C:11]([C:10]2[C:3]3[C:2]([NH2:1])=[N:7][CH:6]=[N:5][C:4]=3[N:8]([CH:24]3[CH2:29][CH2:28][NH:27][CH2:26][CH2:25]3)[CH:9]=2)=[CH:16][CH:15]=1)[C:18]1[CH:23]=[CH:22][CH:21]=[CH:20][CH:19]=1. (5) Given the reactants [CH2:1]([C:4]1[CH:13]=[CH:12][CH:11]=[C:10]([N+:14]([O-])=O)[C:5]=1[C:6]([O:8][CH3:9])=[O:7])[CH:2]=[CH2:3], predict the reaction product. The product is: [CH2:1]([C:4]1[CH:13]=[CH:12][CH:11]=[C:10]([NH2:14])[C:5]=1[C:6]([O:8][CH3:9])=[O:7])[CH:2]=[CH2:3]. (6) Given the reactants C([O:3][C:4]([CH:6]1[C:11](=[O:12])[CH2:10][CH2:9][N:8]([C:13]([O:15][C:16]([CH3:19])([CH3:18])[CH3:17])=[O:14])[CH2:7]1)=O)C.[BH4-].[Na+], predict the reaction product. The product is: [C:16]([O:15][C:13]([N:8]1[CH2:9][CH2:10][CH:11]([OH:12])[CH:6]([CH2:4][OH:3])[CH2:7]1)=[O:14])([CH3:19])([CH3:18])[CH3:17]. (7) Given the reactants [CH:1]1([C@@:7]([OH:47])([C:41]2[CH:46]=[CH:45][CH:44]=[CH:43][CH:42]=2)[C:8]2[N:12]=[CH:11][N:10]([CH2:13][CH:14]3[CH2:19][CH2:18][N:17]([CH2:20][CH2:21][C:22]4[CH:27]=[CH:26][C:25]([CH2:28][CH2:29][N:30]5C(=O)C6C(=CC=CC=6)C5=O)=[CH:24][CH:23]=4)[CH2:16][CH2:15]3)[N:9]=2)[CH2:6][CH2:5][CH2:4][CH2:3][CH2:2]1.O.NN, predict the reaction product. The product is: [NH2:30][CH2:29][CH2:28][C:25]1[CH:24]=[CH:23][C:22]([CH2:21][CH2:20][N:17]2[CH2:16][CH2:15][CH:14]([CH2:13][N:10]3[CH:11]=[N:12][C:8]([C@@:7]([CH:41]4[CH2:42][CH2:43][CH2:44][CH2:45][CH2:46]4)([C:1]4[CH:2]=[CH:3][CH:4]=[CH:5][CH:6]=4)[OH:47])=[N:9]3)[CH2:19][CH2:18]2)=[CH:27][CH:26]=1.